From a dataset of Reaction yield outcomes from USPTO patents with 853,638 reactions. Predict the reaction yield, written as a fraction of the theoretical maximum amount of product (1.0 means a 100% yield; for example, 0.34 means a 34% yield). The reactants are [N:1]1([C:5]2[N:10]=[CH:9][N:8]=[C:7]([NH:11][C:12]3[CH:20]=[CH:19][C:15]([C:16]([OH:18])=[O:17])=[CH:14][CH:13]=3)[CH:6]=2)[CH2:4][CH2:3][CH2:2]1.[Si](C=[N+]=[N-])(C)(C)[CH3:22]. The catalyst is C1(C)C=CC=CC=1.CO. The product is [CH3:22][O:17][C:16](=[O:18])[C:15]1[CH:19]=[CH:20][C:12]([NH:11][C:7]2[CH:6]=[C:5]([N:1]3[CH2:2][CH2:3][CH2:4]3)[N:10]=[CH:9][N:8]=2)=[CH:13][CH:14]=1. The yield is 0.280.